From a dataset of Catalyst prediction with 721,799 reactions and 888 catalyst types from USPTO. Predict which catalyst facilitates the given reaction. (1) Reactant: [CH2:1]([N:8]1[C:16]2[C:11](=[CH:12][CH:13]=[C:14]([CH:17]=O)[CH:15]=2)[C:10]([C:19]([NH:21][CH2:22][C:23]2[CH:28]=[CH:27][C:26]([F:29])=[C:25]([F:30])[CH:24]=2)=[O:20])=[C:9]1[CH:31]([CH3:33])[CH3:32])[C:2]1[CH:7]=[CH:6][CH:5]=[CH:4][CH:3]=1.[CH2:34]([NH2:37])[CH2:35][NH2:36].C1C(=O)N(Br)C(=O)C1. Product: [CH2:1]([N:8]1[C:16]2[C:11](=[CH:12][CH:13]=[C:14]([C:17]3[NH:36][CH2:35][CH2:34][N:37]=3)[CH:15]=2)[C:10]([C:19]([NH:21][CH2:22][C:23]2[CH:28]=[CH:27][C:26]([F:29])=[C:25]([F:30])[CH:24]=2)=[O:20])=[C:9]1[CH:31]([CH3:32])[CH3:33])[C:2]1[CH:3]=[CH:4][CH:5]=[CH:6][CH:7]=1. The catalyst class is: 2. (2) Product: [Cl:31][C:27]1[CH:28]=[C:29]2[C:24](=[CH:25][CH:26]=1)[NH:23][C:22]([C:20]([NH:19][C@@H:11]1[CH2:12][C:13]3[C:18](=[CH:17][CH:16]=[CH:15][CH:14]=3)[C@H:10]1[CH2:9][O:8][CH2:7][C:6]([OH:32])=[O:5])=[O:21])=[CH:30]2. The catalyst class is: 2. Reactant: C([O:5][C:6](=[O:32])[CH2:7][O:8][CH2:9][C@@H:10]1[C:18]2[C:13](=[CH:14][CH:15]=[CH:16][CH:17]=2)[CH2:12][C@H:11]1[NH:19][C:20]([C:22]1[NH:23][C:24]2[C:29]([CH:30]=1)=[CH:28][C:27]([Cl:31])=[CH:26][CH:25]=2)=[O:21])(C)(C)C.FC(F)(F)C(O)=O.